This data is from Full USPTO retrosynthesis dataset with 1.9M reactions from patents (1976-2016). The task is: Predict the reactants needed to synthesize the given product. (1) Given the product [CH3:19][O:18][CH:17]([O:20][CH3:21])[C:10]1[CH:9]=[C:8]([CH:13]=[CH:12][C:11]=1[N+:14]([O-:16])=[O:15])[O:29][C:25]1[CH:24]=[C:23]([NH2:22])[CH:28]=[CH:27][CH:26]=1, predict the reactants needed to synthesize it. The reactants are: C([O-])([O-])=O.[K+].[K+].Cl[C:8]1[CH:13]=[CH:12][C:11]([N+:14]([O-:16])=[O:15])=[C:10]([CH:17]([O:20][CH3:21])[O:18][CH3:19])[CH:9]=1.[NH2:22][C:23]1[CH:24]=[C:25]([OH:29])[CH:26]=[CH:27][CH:28]=1.O. (2) Given the product [Cl:1][C:2]1[CH:3]=[C:4]([C:9]2([C:22]([F:23])([F:25])[F:24])[O:13][N:12]=[C:11]([C:14]3[CH:15]=[CH:16][C:17]([CH3:21])=[C:18]([NH:19][C:26](=[O:35])[C:27]4[CH:32]=[CH:31][C:30]([O:33][CH3:34])=[CH:29][CH:28]=4)[CH:20]=3)[CH2:10]2)[CH:5]=[C:6]([Cl:8])[CH:7]=1, predict the reactants needed to synthesize it. The reactants are: [Cl:1][C:2]1[CH:3]=[C:4]([C:9]2([C:22]([F:25])([F:24])[F:23])[O:13][N:12]=[C:11]([C:14]3[CH:15]=[CH:16][C:17]([CH3:21])=[C:18]([CH:20]=3)[NH2:19])[CH2:10]2)[CH:5]=[C:6]([Cl:8])[CH:7]=1.[C:26](O)(=[O:35])[C:27]1[CH:32]=[CH:31][C:30]([O:33][CH3:34])=[CH:29][CH:28]=1.Cl.C(N(CC)CCCN=C=NCC)C.C(=O)([O-])O.[Na+]. (3) Given the product [CH2:9]([NH:11][CH2:2][C:3]1[O:7][N:6]=[CH:5][C:4]=1[CH3:8])[CH3:10], predict the reactants needed to synthesize it. The reactants are: Cl[CH2:2][C:3]1[O:7][N:6]=[CH:5][C:4]=1[CH3:8].[CH2:9]([NH2:11])[CH3:10].